Task: Predict the reactants needed to synthesize the given product.. Dataset: Full USPTO retrosynthesis dataset with 1.9M reactions from patents (1976-2016) (1) Given the product [F:23][C:3]1[C:2]([C:28]2[CH:27]=[N:26][N:25]([CH3:24])[CH:29]=2)=[CH:7][CH:6]=[CH:5][C:4]=1[N:8]1[CH:13]=[C:12]([O:14][CH3:15])[C:11](=[O:16])[C:10]([C:17]([N:19]([O:21][CH3:22])[CH3:20])=[O:18])=[N:9]1, predict the reactants needed to synthesize it. The reactants are: Br[C:2]1[C:3]([F:23])=[C:4]([N:8]2[CH:13]=[C:12]([O:14][CH3:15])[C:11](=[O:16])[C:10]([C:17]([N:19]([O:21][CH3:22])[CH3:20])=[O:18])=[N:9]2)[CH:5]=[CH:6][CH:7]=1.[CH3:24][N:25]1[CH:29]=[C:28](B2OC(C)(C)C(C)(C)O2)[CH:27]=[N:26]1.C([O-])([O-])=O.[Na+].[Na+]. (2) Given the product [ClH:52].[NH2:37][CH2:36][CH2:35][CH:34]([NH:33][C:32]([C:30]1[CH:29]=[CH:28][C:27]([Cl:52])=[C:26]([NH:25][C:24]([C:22]2[C:21](=[O:54])[NH:20][C:18]3[N:19]=[C:14]([N:11]4[CH2:10][CH2:9][CH:8]([NH2:7])[CH2:13][CH2:12]4)[N:15]=[CH:16][C:17]=3[CH:23]=2)=[O:53])[CH:31]=1)=[O:51])[C:45]1[CH:46]=[CH:47][CH:48]=[CH:49][CH:50]=1, predict the reactants needed to synthesize it. The reactants are: C(OC(=O)[NH:7][CH:8]1[CH2:13][CH2:12][N:11]([C:14]2[N:15]=[CH:16][C:17]3[CH:23]=[C:22]([C:24](=[O:53])[NH:25][C:26]4[CH:31]=[C:30]([C:32](=[O:51])[NH:33][CH:34]([C:45]5[CH:50]=[CH:49][CH:48]=[CH:47][CH:46]=5)[CH2:35][CH2:36][NH:37]C(OC(C)(C)C)=O)[CH:29]=[CH:28][C:27]=4[Cl:52])[C:21](=[O:54])[NH:20][C:18]=3[N:19]=2)[CH2:10][CH2:9]1)(C)(C)C.Cl. (3) Given the product [Cl:1][C:2]1[CH:10]=[C:9]([CH3:11])[CH:8]=[CH:7][C:3]=1[CH2:4][OH:5], predict the reactants needed to synthesize it. The reactants are: [Cl:1][C:2]1[CH:10]=[C:9]([CH3:11])[CH:8]=[CH:7][C:3]=1[C:4](O)=[O:5].B.C1COCC1.Cl.CCOCC. (4) Given the product [F:1][C:2]1[C:11]2[O:10][CH2:9][CH:8]([N:12]([CH2:13][CH2:14][CH2:15][C:16]3[C:24]4[C:19](=[CH:20][CH:21]=[C:22]([O:25][CH3:26])[CH:23]=4)[NH:18][CH:17]=3)[CH2:30][CH2:31][CH3:32])[CH2:7][C:6]=2[C:5]([C:27]([NH2:29])=[O:28])=[CH:4][CH:3]=1, predict the reactants needed to synthesize it. The reactants are: [F:1][C:2]1[C:11]2[O:10][CH2:9][CH:8]([NH:12][CH2:13][CH2:14][CH2:15][C:16]3[C:24]4[C:19](=[CH:20][CH:21]=[C:22]([O:25][CH3:26])[CH:23]=4)[NH:18][CH:17]=3)[CH2:7][C:6]=2[C:5]([C:27]([NH2:29])=[O:28])=[CH:4][CH:3]=1.[CH:30](=O)[CH2:31][CH3:32]. (5) Given the product [C:9]1([C:8]([N:5]2[CH2:6][CH2:7][CH:2]([OH:1])[CH2:3][CH2:4]2)=[O:15])[CH:14]=[CH:13][CH:12]=[CH:11][CH:10]=1, predict the reactants needed to synthesize it. The reactants are: [OH:1][CH:2]1[CH2:7][CH2:6][NH:5][CH2:4][CH2:3]1.[C:8](Cl)(=[O:15])[C:9]1[CH:14]=[CH:13][CH:12]=[CH:11][CH:10]=1. (6) Given the product [C:1]([C:9]1[CH:18]=[C:17]2[C:12]([CH:13]=[CH:14][C:15](=[O:25])[N:16]2[CH2:19][CH:20]2[O:24][CH2:23][CH2:22][O:21]2)=[N:11][CH:10]=1)#[N:2], predict the reactants needed to synthesize it. The reactants are: [CH3:1][N:2]1CCCC1=O.Br[C:9]1[CH:18]=[C:17]2[C:12]([CH:13]=[CH:14][C:15](=[O:25])[N:16]2[CH2:19][CH:20]2[O:24][CH2:23][CH2:22][O:21]2)=[N:11][CH:10]=1.[Cu](C#N)C#N.